This data is from Full USPTO retrosynthesis dataset with 1.9M reactions from patents (1976-2016). The task is: Predict the reactants needed to synthesize the given product. (1) Given the product [Cl:1][C:2]1[CH:7]=[CH:6][CH:5]=[CH:4][C:3]=1[N:8]1[C:12]([OH:13])=[C:11]([C:28](=[O:29])[CH2:27][C:24]2[CH:25]=[CH:26][C:21]([O:20][CH3:19])=[CH:22][CH:23]=2)[C:10]([CH2:14][C:15]([O:17][CH3:18])=[O:16])=[N:9]1, predict the reactants needed to synthesize it. The reactants are: [Cl:1][C:2]1[CH:7]=[CH:6][CH:5]=[CH:4][C:3]=1[N:8]1[C:12]([OH:13])=[CH:11][C:10]([CH2:14][C:15]([O:17][CH3:18])=[O:16])=[N:9]1.[CH3:19][O:20][C:21]1[CH:26]=[CH:25][C:24]([CH2:27][C:28](Cl)=[O:29])=[CH:23][CH:22]=1. (2) Given the product [C:4]([C:6]1[N:16]=[CH:15][CH:14]=[CH:13][C:7]=1[C:8]([O:10][CH2:11][CH3:12])=[O:9])(=[O:3])[CH3:5], predict the reactants needed to synthesize it. The reactants are: C([O:3][C:4]([C:6]1[N:16]=[CH:15][CH:14]=[CH:13][C:7]=1[C:8]([O:10][CH2:11][CH3:12])=[O:9])=[CH2:5])C.Cl. (3) Given the product [OH:65][C:63]([C:62]([F:67])([F:66])[F:61])=[O:64].[CH3:50][O:49][C:47]([CH2:46][CH2:45][CH2:44][CH2:43][CH2:42][N:41]([CH2:51][CH2:52][CH2:53][CH2:54][CH2:55][C:56]([O:58][CH3:59])=[O:57])[C:40]([CH2:39][CH2:38][CH2:37][CH2:36][CH2:35][NH:8][CH2:9][CH2:10][CH2:11][CH2:12][CH2:13][C:14](=[O:34])[N:15]([CH2:16][CH2:17][CH2:18][CH2:19][CH2:20][C:21]([O:23][CH3:24])=[O:22])[CH2:25][CH2:26][CH2:27][CH2:28][CH2:29][C:30]([O:32][CH3:33])=[O:31])=[O:60])=[O:48], predict the reactants needed to synthesize it. The reactants are: C([N:8]([CH2:35][CH2:36][CH2:37][CH2:38][CH2:39][C:40](=[O:60])[N:41]([CH2:51][CH2:52][CH2:53][CH2:54][CH2:55][C:56]([O:58][CH3:59])=[O:57])[CH2:42][CH2:43][CH2:44][CH2:45][CH2:46][C:47]([O:49][CH3:50])=[O:48])[CH2:9][CH2:10][CH2:11][CH2:12][CH2:13][C:14](=[O:34])[N:15]([CH2:25][CH2:26][CH2:27][CH2:28][CH2:29][C:30]([O:32][CH3:33])=[O:31])[CH2:16][CH2:17][CH2:18][CH2:19][CH2:20][C:21]([O:23][CH3:24])=[O:22])(OC(C)(C)C)=O.[F:61][C:62]([F:67])([F:66])[C:63]([OH:65])=[O:64]. (4) Given the product [O:17]1[CH2:18][CH2:19][N:14]([C:10]2[O:11][C:7]3[CH:6]=[CH:5][C:4]([N+:1]([O-:3])=[O:2])=[CH:13][C:8]=3[N:9]=2)[CH2:15][CH2:16]1, predict the reactants needed to synthesize it. The reactants are: [N+:1]([C:4]1[CH:5]=[CH:6][C:7]2[O:11][C:10](=S)[NH:9][C:8]=2[CH:13]=1)([O-:3])=[O:2].[NH:14]1[CH2:19][CH2:18][O:17][CH2:16][CH2:15]1.O. (5) Given the product [Cl:1][C:2]1[CH:3]=[C:4]2[C:9](=[CH:10][C:11]=1[Cl:12])[N:8]=[C:7]([O:13][CH3:14])[C:6]([NH:15][C:16]([N:34]1[CH2:33][CH2:32][N:31]([C:25]3[CH:24]=[C:23]([O:22][CH3:21])[CH:28]=[C:27]([O:29][CH3:30])[CH:26]=3)[CH2:36][CH2:35]1)=[O:20])=[N:5]2, predict the reactants needed to synthesize it. The reactants are: [Cl:1][C:2]1[CH:3]=[C:4]2[C:9](=[CH:10][C:11]=1[Cl:12])[N:8]=[C:7]([O:13][CH3:14])[C:6]([NH:15][C:16](=[O:20])OCC)=[N:5]2.[CH3:21][O:22][C:23]1[CH:24]=[C:25]([N:31]2[CH2:36][CH2:35][NH:34][CH2:33][CH2:32]2)[CH:26]=[C:27]([O:29][CH3:30])[CH:28]=1.